From a dataset of Reaction yield outcomes from USPTO patents with 853,638 reactions. Predict the reaction yield, written as a fraction of the theoretical maximum amount of product (1.0 means a 100% yield; for example, 0.34 means a 34% yield). (1) The reactants are [N+:1]([C:4]1[C:12]([N+:13]([O-])=O)=[CH:11][C:7]2[NH:8][CH:9]=[N:10][C:6]=2[CH:5]=1)([O-])=O.[H][H]. The catalyst is CCO.[Pd]. The product is [NH2:13][C:12]1[C:4]([NH2:1])=[CH:5][C:6]2[NH:10][CH:9]=[N:8][C:7]=2[CH:11]=1. The yield is 0.667. (2) The reactants are [Cl:1][C:2]1[CH:7]=[CH:6][C:5](B(O)O)=[CH:4][CH:3]=1.[C:11](=O)([O-])[O-].[K+].[K+].Br[C:18]1[S:22][C:21]([C:23]([O:25][CH3:26])=[O:24])=[C:20]([C:27]2[CH:32]=[CH:31][C:30]([S:33](=[O:36])(=[O:35])[NH2:34])=[C:29]([CH3:37])[CH:28]=2)[C:19]=1[CH3:38]. The catalyst is C1(C)C=CC=CC=1.C(O)C.C1C=CC([P]([Pd]([P](C2C=CC=CC=2)(C2C=CC=CC=2)C2C=CC=CC=2)([P](C2C=CC=CC=2)(C2C=CC=CC=2)C2C=CC=CC=2)[P](C2C=CC=CC=2)(C2C=CC=CC=2)C2C=CC=CC=2)(C2C=CC=CC=2)C2C=CC=CC=2)=CC=1. The product is [Cl:1][C:2]1[CH:7]=[CH:6][C:5]([C:18]2[S:22][C:21]([C:23]([O:25][CH2:26][CH3:11])=[O:24])=[C:20]([C:27]3[CH:32]=[CH:31][C:30]([S:33](=[O:36])(=[O:35])[NH2:34])=[C:29]([CH3:37])[CH:28]=3)[C:19]=2[CH3:38])=[CH:4][CH:3]=1. The yield is 0.768. (3) The reactants are C(=O)(OCC(F)(F)C(F)(F)F)OCC(F)(F)C(F)(F)F.FC(F)(C(F)(F)F)C[NH:24][C:25](=[O:47])[O:26][CH2:27][CH:28]1[CH:33]=[CH:32][CH2:31][CH:30]([CH2:34][O:35][C:36](=[O:46])[NH:37]CC(F)(F)C(F)(F)F)[CH2:29]1. No catalyst specified. The product is [C:36](=[O:46])([O:35][CH2:34][CH:30]1[CH:31]=[CH:32][CH2:33][CH:28]([CH2:27][O:26][C:25](=[O:47])[NH2:24])[CH2:29]1)[NH2:37]. The yield is 0.955.